This data is from Catalyst prediction with 721,799 reactions and 888 catalyst types from USPTO. The task is: Predict which catalyst facilitates the given reaction. Reactant: [F:1][C:2]1[CH:3]=[N:4][C:5]([NH:11][C:12]2[CH:17]=[CH:16][CH:15]=[C:14]([F:18])[CH:13]=2)=[C:6]([CH:10]=1)[C:7]([OH:9])=O.[CH3:19][C:20]([NH2:24])([C:22]#[CH:23])[CH3:21].C1C=CC2N(O)N=NC=2C=1.CCN=C=NCCCN(C)C.CCN(C(C)C)C(C)C. Product: [F:1][C:2]1[CH:3]=[N:4][C:5]([NH:11][C:12]2[CH:17]=[CH:16][CH:15]=[C:14]([F:18])[CH:13]=2)=[C:6]([CH:10]=1)[C:7]([NH:24][C:20]([CH3:21])([C:22]#[CH:23])[CH3:19])=[O:9]. The catalyst class is: 2.